Dataset: Forward reaction prediction with 1.9M reactions from USPTO patents (1976-2016). Task: Predict the product of the given reaction. (1) Given the reactants Cl.Cl.[C:3]([N:6]1[C:15]2[C:10](=[CH:11][C:12]([N:16]3[CH:20]=[C:19]([CH3:21])[N:18]=[CH:17]3)=[CH:13][CH:14]=2)[C@H:9]([NH2:22])[CH2:8][C@@H:7]1[CH3:23])(=[O:5])[CH3:4].I[C:25]1[CH:34]=[CH:33][C:28]([C:29]([O:31][CH3:32])=[O:30])=[CH:27][CH:26]=1.CC(C)([O-])C.[Na+].C1(P(C2CCCCC2)C2C=CC=CC=2C2C(N(C)C)=CC=CC=2)CCCCC1, predict the reaction product. The product is: [C:3]([N:6]1[C:15]2[C:10](=[CH:11][C:12]([N:16]3[CH:20]=[C:19]([CH3:21])[N:18]=[CH:17]3)=[CH:13][CH:14]=2)[C@H:9]([NH:22][C:25]2[CH:34]=[CH:33][C:28]([C:29]([O:31][CH3:32])=[O:30])=[CH:27][CH:26]=2)[CH2:8][C@@H:7]1[CH3:23])(=[O:5])[CH3:4]. (2) Given the reactants C(O[C:6]([N:8]1[CH2:12][C:11](=[N:13][O:14][CH2:15][CH3:16])[CH2:10][C@H:9]1[C:17]([OH:19])=O)=[O:7])(C)(C)C.[O:20]([CH2:27]C(Cl)=O)[C:21]1[CH:26]=[CH:25][CH:24]=[CH:23][CH:22]=1.[C:31]1([CH2:41][NH2:42])[C:40]2[C:35](=[CH:36][CH:37]=[CH:38][CH:39]=2)[CH:34]=[CH:33][CH:32]=1, predict the reaction product. The product is: [CH2:15]([O:14][N:13]=[C:11]1[CH2:12][N:8]([C:6](=[O:7])[CH2:27][O:20][C:21]2[CH:22]=[CH:23][CH:24]=[CH:25][CH:26]=2)[C@H:9]([C:17]([NH:42][CH2:41][C:31]2[C:40]3[C:35](=[CH:36][CH:37]=[CH:38][CH:39]=3)[CH:34]=[CH:33][CH:32]=2)=[O:19])[CH2:10]1)[CH3:16]. (3) Given the reactants [C:1]1([Li])[CH:6]=[CH:5][CH:4]=[CH:3][CH:2]=1.C1CCCCC1.C(OCC)C.[N:19]1[CH:24]=[CH:23][CH:22]=[CH:21][C:20]=1[C:25]1[CH:30]=[CH:29][CH:28]=[CH:27][N:26]=1.C(OCC)C, predict the reaction product. The product is: [C:1]1([C:27]2[N:26]=[C:25]([C:20]3[CH:21]=[CH:22][CH:23]=[CH:24][N:19]=3)[CH:30]=[CH:29][CH:28]=2)[CH:6]=[CH:5][CH:4]=[CH:3][CH:2]=1. (4) Given the reactants C([O:5][N:6]=[C:7]1[C:16]2[C:11](=[CH:12][CH:13]=[C:14]([O:17][CH2:18][CH2:19][CH2:20]Cl)[CH:15]=2)[O:10][C:9]([C:22]2[N:27]=[CH:26][N:25]3[CH:28]=[CH:29][CH:30]=[C:24]3[CH:23]=2)=[CH:8]1)(C)(C)C.[F:31][C:32]1[CH:33]=[C:34]([OH:38])[CH:35]=[CH:36][CH:37]=1, predict the reaction product. The product is: [F:31][C:32]1[CH:33]=[C:34]([CH:35]=[CH:36][CH:37]=1)[O:38][CH2:20][CH2:19][CH2:18][O:17][C:14]1[CH:15]=[C:16]2[C:11](=[CH:12][CH:13]=1)[O:10][C:9]([C:22]1[N:27]=[CH:26][N:25]3[CH:28]=[CH:29][CH:30]=[C:24]3[CH:23]=1)=[CH:8][C:7]2=[N:6][OH:5]. (5) Given the reactants [Cl:1][C:2]1[CH:35]=[CH:34][CH:33]=[CH:32][C:3]=1[CH2:4][O:5][CH2:6][CH2:7][N:8]([C@H:25]1[CH2:30][CH2:29][C@H:28]([CH3:31])[CH2:27][CH2:26]1)[C:9](=[O:24])NC1SC(SCC(C)(C)C(O)=O)=CN=1.[NH2:36][C:37]1[S:38][C:39]([S:42][C:43]2([C:47]([OH:49])=[O:48])[CH2:46][CH2:45][CH2:44]2)=[CH:40][N:41]=1.C(OC(=O)C(SC1SC(N)=NC=1)(C)C)C, predict the reaction product. The product is: [Cl:1][C:2]1[CH:35]=[CH:34][CH:33]=[CH:32][C:3]=1[CH2:4][O:5][CH2:6][CH2:7][N:8]([C@H:25]1[CH2:30][CH2:29][C@H:28]([CH3:31])[CH2:27][CH2:26]1)[C:9](=[O:24])[NH:36][C:37]1[S:38][C:39]([S:42][C:43]2([C:47]([OH:49])=[O:48])[CH2:44][CH2:45][CH2:46]2)=[CH:40][N:41]=1. (6) Given the reactants Br[C:2]1[CH:3]=[N:4][CH:5]=[C:6]2[C:11]=1[N:10]=[C:9]([C:12]([NH:14][CH:15]([C:17]([OH:20])([CH3:19])[CH3:18])[CH3:16])=[O:13])[CH:8]=[CH:7]2.[Cl:21][C:22]1[CH:27]=[CH:26][C:25](B(O)O)=[CH:24][CH:23]=1, predict the reaction product. The product is: [Cl:21][C:22]1[CH:27]=[CH:26][C:25]([C:2]2[CH:3]=[N:4][CH:5]=[C:6]3[C:11]=2[N:10]=[C:9]([C:12]([NH:14][CH:15]([C:17]([OH:20])([CH3:19])[CH3:18])[CH3:16])=[O:13])[CH:8]=[CH:7]3)=[CH:24][CH:23]=1. (7) Given the reactants [Br-].[C:2]([CH2:5][CH2:6][P+](C1C=CC=CC=1)(C1C=CC=CC=1)C1C=CC=CC=1)([OH:4])=[O:3].[CH3:26][O:27][C:28]1[CH:35]=[CH:34][C:31]([CH:32]=O)=[CH:30][CH:29]=1.[H-].[Na+], predict the reaction product. The product is: [CH3:26][O:27][C:28]1[CH:35]=[CH:34][C:31](/[CH:32]=[CH:6]/[CH2:5][C:2]([OH:4])=[O:3])=[CH:30][CH:29]=1. (8) The product is: [NH2:11][C:4]1[CH:5]=[C:6]([CH:9]=[CH:10][C:3]=1[N:2]([CH3:1])[C:14]1[CH:23]=[CH:22][C:21]2[C:20]([CH3:24])([CH3:25])[CH2:19][CH2:18][C:17]([CH3:27])([CH3:26])[C:16]=2[CH:15]=1)[C:7]#[N:8]. Given the reactants [CH3:1][N:2]([C:14]1[CH:23]=[CH:22][C:21]2[C:20]([CH3:25])([CH3:24])[CH2:19][CH2:18][C:17]([CH3:27])([CH3:26])[C:16]=2[CH:15]=1)[C:3]1[CH:10]=[CH:9][C:6]([C:7]#[N:8])=[CH:5][C:4]=1[N+:11]([O-])=O.[OH-].[Na+].O, predict the reaction product. (9) Given the reactants F[C:2]1[CH:16]=[CH:15][C:5]([CH2:6][CH:7]([C:12]([CH3:14])=[O:13])[C:8]([O:10][CH3:11])=[O:9])=[CH:4][CH:3]=1.[N+:17](C1C=CC(CBr)=CC=1)([O-:19])=[O:18], predict the reaction product. The product is: [N+:17]([C:2]1[CH:16]=[CH:15][C:5]([CH2:6][CH:7]([C:12]([CH3:14])=[O:13])[C:8]([O:10][CH3:11])=[O:9])=[CH:4][CH:3]=1)([O-:19])=[O:18]. (10) The product is: [O:12]1[C:16]2[CH:17]=[CH:18][CH:19]=[CH:20][C:15]=2[CH:14]=[C:13]1[C:21]1[N:25]2[N:26]=[C:27]([O:9][CH:4]([CH2:5][CH2:6][CH:7]=[CH2:8])[CH2:3][NH2:2])[CH:28]=[CH:29][C:24]2=[N:23][CH:22]=1. Given the reactants Cl.[NH2:2][CH2:3][CH:4]([OH:9])[CH2:5][CH2:6][CH:7]=[CH2:8].[H-].[Na+].[O:12]1[C:16]2[CH:17]=[CH:18][CH:19]=[CH:20][C:15]=2[CH:14]=[C:13]1[C:21]1[N:25]2[N:26]=[C:27](Cl)[CH:28]=[CH:29][C:24]2=[N:23][CH:22]=1, predict the reaction product.